Dataset: CYP3A4 inhibition data for predicting drug metabolism from PubChem BioAssay. Task: Regression/Classification. Given a drug SMILES string, predict its absorption, distribution, metabolism, or excretion properties. Task type varies by dataset: regression for continuous measurements (e.g., permeability, clearance, half-life) or binary classification for categorical outcomes (e.g., BBB penetration, CYP inhibition). Dataset: cyp3a4_veith. The molecule is C[C@@]12CC[C@@H]3[C@H](CC[C@H]4C[C@@H](O)CC[C@]43C)[C@@]1(O)CC[C@@H]2C1=CC(=O)OC1. The result is 1 (inhibitor).